From a dataset of Reaction yield outcomes from USPTO patents with 853,638 reactions. Predict the reaction yield, written as a fraction of the theoretical maximum amount of product (1.0 means a 100% yield; for example, 0.34 means a 34% yield). The reactants are Cl[C:2]1[N:7]=[C:6]([CH2:8][CH2:9][C:10]2[CH:15]=[CH:14][CH:13]=[CH:12][C:11]=2[C:16]2([C:19]([NH2:21])=[O:20])[CH2:18][CH2:17]2)[C:5]([Cl:22])=[CH:4][N:3]=1.[NH2:23][C:24]1[CH:29]=[CH:28][C:27]([CH:30]([NH:32][C:33](=[O:39])[O:34][C:35]([CH3:38])([CH3:37])[CH3:36])[CH3:31])=[CH:26][CH:25]=1.CC1(C)C2C(=C(P(C3C=CC=CC=3)C3C=CC=CC=3)C=CC=2)OC2C(P(C3C=CC=CC=3)C3C=CC=CC=3)=CC=CC1=2.C([O-])([O-])=O.[Cs+].[Cs+]. The catalyst is O1CCOCC1.C([O-])(=O)C.[Pd+2].C([O-])(=O)C. The product is [C:19]([C:16]1([C:11]2[CH:12]=[CH:13][CH:14]=[CH:15][C:10]=2[CH2:9][CH2:8][C:6]2[C:5]([Cl:22])=[CH:4][N:3]=[C:2]([NH:23][C:24]3[CH:29]=[CH:28][C:27]([CH:30]([NH:32][C:33](=[O:39])[O:34][C:35]([CH3:38])([CH3:37])[CH3:36])[CH3:31])=[CH:26][CH:25]=3)[N:7]=2)[CH2:18][CH2:17]1)(=[O:20])[NH2:21]. The yield is 0.120.